Dataset: Forward reaction prediction with 1.9M reactions from USPTO patents (1976-2016). Task: Predict the product of the given reaction. (1) Given the reactants Br[C:2]1[CH:3]=[CH:4][C:5]([N+:14]([O-:16])=[O:15])=[C:6]([CH:13]=1)[O:7][CH2:8][CH2:9][N:10]([CH3:12])[CH3:11].CC1(C)C(C)(C)OB([C:25]2[CH:26]=[N:27][N:28](C(OC(C)(C)C)=O)[CH:29]=2)O1.C([O-])([O-])=O.[Na+].[Na+], predict the reaction product. The product is: [CH3:11][N:10]([CH3:12])[CH2:9][CH2:8][O:7][C:6]1[CH:13]=[C:2]([C:25]2[CH:26]=[N:27][NH:28][CH:29]=2)[CH:3]=[CH:4][C:5]=1[N+:14]([O-:16])=[O:15]. (2) The product is: [Cl:1][C:2]1[CH:3]=[C:4]([N:12]([CH2:29][CH3:30])[CH:13]2[CH2:18][CH2:17][N:16]([CH2:19][CH2:20][C:21]3[CH:26]=[CH:25][CH:24]=[C:23]([O:27][CH3:28])[CH:22]=3)[CH2:15][CH2:14]2)[C:5]([CH3:11])=[C:6]([CH:10]=1)[C:7]([NH:70][CH2:69][C:68]1[C:64]([O:63][CH3:62])=[N:65][N:66]([CH3:72])[C:67]=1[CH3:71])=[O:8]. Given the reactants [Cl:1][C:2]1[CH:3]=[C:4]([N:12]([CH2:29][CH3:30])[CH:13]2[CH2:18][CH2:17][N:16]([CH2:19][CH2:20][C:21]3[CH:26]=[CH:25][CH:24]=[C:23]([O:27][CH3:28])[CH:22]=3)[CH2:15][CH2:14]2)[C:5]([CH3:11])=[C:6]([CH:10]=1)[C:7](O)=[O:8].CN(C(ON1N=NC2C=CC=CC1=2)=[N+](C)C)C.[B-](F)(F)(F)F.CCN(C(C)C)C(C)C.[CH3:62][O:63][C:64]1[C:68]([CH2:69][NH2:70])=[C:67]([CH3:71])[N:66]([CH3:72])[N:65]=1, predict the reaction product. (3) The product is: [CH2:1]([C:7]1[CH:8]=[CH:9][C:10]([C:13]2[C:18]([C:19]3[CH:24]=[CH:23][CH:22]=[CH:21][CH:20]=3)=[CH:17][C:16]([CH2:25][NH:27][CH2:28][CH2:29][CH2:30][P:31](=[O:32])([OH:34])[OH:33])=[CH:15][CH:14]=2)=[N:11][CH:12]=1)[CH2:2][CH2:3][CH2:4][CH2:5][CH3:6]. Given the reactants [CH2:1]([C:7]1[CH:8]=[CH:9][C:10]([C:13]2[C:18]([C:19]3[CH:24]=[CH:23][CH:22]=[CH:21][CH:20]=3)=[CH:17][C:16]([CH:25]=O)=[CH:15][CH:14]=2)=[N:11][CH:12]=1)[CH2:2][CH2:3][CH2:4][CH2:5][CH3:6].[NH2:27][CH2:28][CH2:29][CH2:30][P:31](=[O:34])([OH:33])[OH:32].[OH-].C([N+](CCCC)(CCCC)CCCC)CCC.C([BH3-])#N.[Na+], predict the reaction product.